Dataset: Full USPTO retrosynthesis dataset with 1.9M reactions from patents (1976-2016). Task: Predict the reactants needed to synthesize the given product. (1) Given the product [C:23]([C:20]1[CH:19]=[CH:18][C:17]([O:16][CH2:15][CH2:14][CH2:13][O:12][C:9]2[CH:10]=[CH:11][C:6]([CH2:5][C@H:4]([O:32][CH2:33][CH3:34])[C:3]([OH:35])=[O:2])=[CH:7][C:8]=2[Cl:31])=[CH:22][CH:21]=1)(=[O:30])[C:24]1[CH:25]=[CH:26][CH:27]=[CH:28][CH:29]=1, predict the reactants needed to synthesize it. The reactants are: C[O:2][C:3](=[O:35])[C@@H:4]([O:32][CH2:33][CH3:34])[CH2:5][C:6]1[CH:11]=[CH:10][C:9]([O:12][CH2:13][CH2:14][CH2:15][O:16][C:17]2[CH:22]=[CH:21][C:20]([C:23](=[O:30])[C:24]3[CH:29]=[CH:28][CH:27]=[CH:26][CH:25]=3)=[CH:19][CH:18]=2)=[C:8]([Cl:31])[CH:7]=1.[Li+].[OH-]. (2) Given the product [CH:44]1[C:35]2[CH2:36][CH2:37][C:38]3[CH:43]=[CH:42][CH:41]=[CH:40][C:39]=3[CH:33]([N:21]3[CH2:20][CH2:19][N:18]([CH2:17][C:9]4[N:8]=[C:7]([NH:6][CH2:5][CH2:4][CH2:3][N:2]([CH3:1])[CH3:24])[C:16]5[C:11](=[CH:12][CH:13]=[CH:14][CH:15]=5)[N:10]=4)[CH2:23][CH2:22]3)[C:34]=2[CH:47]=[CH:46][CH:45]=1, predict the reactants needed to synthesize it. The reactants are: [CH3:1][N:2]([CH3:24])[CH2:3][CH2:4][CH2:5][NH:6][C:7]1[C:16]2[C:11](=[CH:12][CH:13]=[CH:14][CH:15]=2)[N:10]=[C:9]([CH2:17][N:18]2[CH2:23][CH2:22][NH:21][CH2:20][CH2:19]2)[N:8]=1.C(N(CC)CC)C.Cl[CH:33]1[C:39]2[CH:40]=[CH:41][CH:42]=[CH:43][C:38]=2[CH2:37][CH2:36][C:35]2[CH:44]=[CH:45][CH:46]=[CH:47][C:34]1=2.